From a dataset of Full USPTO retrosynthesis dataset with 1.9M reactions from patents (1976-2016). Predict the reactants needed to synthesize the given product. Given the product [F:1][C:2]([F:32])([F:33])[CH2:3][O:4][CH2:5][CH2:6][O:7][CH2:8][CH2:9][O:10][CH2:11][CH2:12][O:13][CH2:14][CH2:15][O:16][CH2:17][CH2:18][O:19][CH2:20][CH2:21][O:22][CH2:23][CH2:24][O:25][CH2:26][CH2:27][O:28][CH2:29][CH2:30][O:31][CH2:37][C:38]([OH:40])=[O:39], predict the reactants needed to synthesize it. The reactants are: [F:1][C:2]([F:33])([F:32])[CH2:3][O:4][CH2:5][CH2:6][O:7][CH2:8][CH2:9][O:10][CH2:11][CH2:12][O:13][CH2:14][CH2:15][O:16][CH2:17][CH2:18][O:19][CH2:20][CH2:21][O:22][CH2:23][CH2:24][O:25][CH2:26][CH2:27][O:28][CH2:29][CH2:30][OH:31].[H-].[Na+].Br[CH2:37][C:38]([O:40]CC)=[O:39].[OH-].[Na+].